This data is from Forward reaction prediction with 1.9M reactions from USPTO patents (1976-2016). The task is: Predict the product of the given reaction. Given the reactants [H-].[Na+].[OH:3][CH:4]1[CH2:9][CH2:8][CH:7]([C:10]([O:12][CH2:13][CH3:14])=[O:11])[CH2:6][CH2:5]1.[Br:15][C:16]1[CH:17]=[CH:18][C:19](F)=[N:20][CH:21]=1, predict the reaction product. The product is: [Br:15][C:16]1[CH:17]=[CH:18][C:19]([O:3][CH:4]2[CH2:5][CH2:6][CH:7]([C:10]([O:12][CH2:13][CH3:14])=[O:11])[CH2:8][CH2:9]2)=[N:20][CH:21]=1.